Dataset: Reaction yield outcomes from USPTO patents with 853,638 reactions. Task: Predict the reaction yield, written as a fraction of the theoretical maximum amount of product (1.0 means a 100% yield; for example, 0.34 means a 34% yield). (1) The reactants are [CH:1]1([Mg]Br)[CH2:3][CH2:2]1.Br[C:7]1[C:16]2[C:11](=[CH:12][CH:13]=[CH:14][CH:15]=2)[CH:10]=[CH:9][CH:8]=1. The catalyst is O1CCCC1.Cl[Ni]1(Cl)[P](C2C=CC=CC=2)(C2C=CC=CC=2)CCC[P]1(C1C=CC=CC=1)C1C=CC=CC=1. The product is [CH:1]1([C:15]2[C:16]3[C:11](=[CH:10][CH:9]=[CH:8][CH:7]=3)[CH:12]=[CH:13][CH:14]=2)[CH2:3][CH2:2]1. The yield is 0.760. (2) The product is [Cl:3][C:4]1[CH:9]=[CH:8][CH:7]=[CH:6][C:5]=1[N:10]([CH3:27])[C:11]([C:13]1[S:26][C:16]2[C:17]3[CH:25]=[N:24][CH:23]=[CH:22][C:18]=3[O:19][CH2:20][CH2:21][C:15]=2[CH:14]=1)=[O:12]. The catalyst is O1CCCC1. The yield is 0.670. The reactants are [H-].[Na+].[Cl:3][C:4]1[CH:9]=[CH:8][CH:7]=[CH:6][C:5]=1[NH:10][C:11]([C:13]1[S:26][C:16]2[C:17]3[CH:25]=[N:24][CH:23]=[CH:22][C:18]=3[O:19][CH2:20][CH2:21][C:15]=2[CH:14]=1)=[O:12].[CH3:27]I.O. (3) The reactants are [F:1][C:2]([F:7])([CH3:6])[C:3](O)=[O:4].C(N(C(C)C)CC)(C)C.C(Cl)(=O)OCC(C)C.[F:25][C:26]1[CH:31]=[C:30]([S:32]([CH3:35])(=[O:34])=[O:33])[CH:29]=[CH:28][C:27]=1[NH:36][C@H:37]1[CH2:41][CH2:40][N:39]([CH:42]2[CH2:47][CH2:46][N:45]([C:48](=[NH:51])[NH:49]O)[CH2:44][CH2:43]2)[C:38]1=[O:52]. The catalyst is O1CCOCC1.O. The product is [F:1][C:2]([C:3]1[O:4][N:49]=[C:48]([N:45]2[CH2:44][CH2:43][CH:42]([N:39]3[CH2:40][CH2:41][C@H:37]([NH:36][C:27]4[CH:28]=[CH:29][C:30]([S:32]([CH3:35])(=[O:33])=[O:34])=[CH:31][C:26]=4[F:25])[C:38]3=[O:52])[CH2:47][CH2:46]2)[N:51]=1)([F:7])[CH3:6]. The yield is 0.0900. (4) The reactants are [OH:1][CH:2]([C:13]1[CH:18]=[CH:17][CH:16]=[CH:15][CH:14]=1)[C:3]1([C:6]([O:8]C(C)(C)C)=[O:7])[CH2:5][CH2:4]1.[OH-].[Na+]. The catalyst is C1COCC1.CO.Cl. The product is [OH:1][CH:2]([C:13]1[CH:14]=[CH:15][CH:16]=[CH:17][CH:18]=1)[C:3]1([C:6]([OH:8])=[O:7])[CH2:5][CH2:4]1. The yield is 0.810.